From a dataset of Forward reaction prediction with 1.9M reactions from USPTO patents (1976-2016). Predict the product of the given reaction. (1) Given the reactants [NH2:1][C:2]1[CH:3]=[C:4]([C:9]([N:11]2[CH2:16][CH2:15][CH:14]([C:17]3[CH:22]=[CH:21][C:20]([C:23]4[CH:24]=[N:25][N:26]([CH3:28])[CH:27]=4)=[CH:19][CH:18]=3)[CH2:13][CH2:12]2)=[O:10])[CH:5]=[CH:6][C:7]=1[CH3:8].C(N(CC)CC)C.[CH:36]1([C:39](Cl)=[O:40])[CH2:38][CH2:37]1, predict the reaction product. The product is: [CH3:8][C:7]1[CH:6]=[CH:5][C:4]([C:9]([N:11]2[CH2:16][CH2:15][CH:14]([C:17]3[CH:22]=[CH:21][C:20]([C:23]4[CH:24]=[N:25][N:26]([CH3:28])[CH:27]=4)=[CH:19][CH:18]=3)[CH2:13][CH2:12]2)=[O:10])=[CH:3][C:2]=1[NH:1][C:39]([CH:36]1[CH2:38][CH2:37]1)=[O:40]. (2) The product is: [Cl:1][C:2]1[CH:3]=[CH:4][C:5]([C@H:8]2[N:15]3[C:11]([S:12][C:13]([C:19]([N:21]4[C@H:28]([CH2:29][CH3:30])[CH2:27][CH2:26][C@H:22]4[C:23]([N:44]4[CH2:45][CH2:46][N:41]([CH3:40])[C:42](=[O:47])[CH2:43]4)=[O:24])=[O:20])=[C:14]3[CH:16]([CH3:18])[CH3:17])=[N:10][C@:9]2([C:32]2[CH:33]=[CH:34][C:35]([Cl:38])=[CH:36][CH:37]=2)[CH3:31])=[CH:6][CH:7]=1. Given the reactants [Cl:1][C:2]1[CH:7]=[CH:6][C:5]([C@H:8]2[N:15]3[C:11]([S:12][C:13]([C:19]([N:21]4[C@H:28]([CH2:29][CH3:30])[CH2:27][CH2:26][C@H:22]4[C:23](O)=[O:24])=[O:20])=[C:14]3[CH:16]([CH3:18])[CH3:17])=[N:10][C@:9]2([C:32]2[CH:37]=[CH:36][C:35]([Cl:38])=[CH:34][CH:33]=2)[CH3:31])=[CH:4][CH:3]=1.Cl.[CH3:40][N:41]1[CH2:46][CH2:45][NH:44][CH2:43][C:42]1=[O:47], predict the reaction product.